From a dataset of Retrosynthesis with 50K atom-mapped reactions and 10 reaction types from USPTO. Predict the reactants needed to synthesize the given product. Given the product CCOCC(=O)Nc1c(C)cc(OC(=O)NC)cc1C, predict the reactants needed to synthesize it. The reactants are: CCOCC(=O)Nc1c(C)cc(O)cc1C.CN=C=O.